Dataset: Full USPTO retrosynthesis dataset with 1.9M reactions from patents (1976-2016). Task: Predict the reactants needed to synthesize the given product. (1) Given the product [CH2:1]([N:8]1[C:16]2[C:11](=[CH:12][C:13]([C:17]3[CH:22]=[CH:21][CH:20]=[C:19]([O:23][C:24]([F:25])([F:26])[F:27])[CH:18]=3)=[CH:14][CH:15]=2)[C:10]([C:28](=[O:41])[C:29]([N:31]([CH3:40])[CH2:32][C:33]([OH:35])=[O:34])=[O:30])=[CH:9]1)[C:2]1[CH:3]=[CH:4][CH:5]=[CH:6][CH:7]=1, predict the reactants needed to synthesize it. The reactants are: [CH2:1]([N:8]1[C:16]2[C:11](=[CH:12][C:13]([C:17]3[CH:22]=[CH:21][CH:20]=[C:19]([O:23][C:24]([F:27])([F:26])[F:25])[CH:18]=3)=[CH:14][CH:15]=2)[C:10]([C:28](=[O:41])[C:29]([N:31]([CH3:40])[CH2:32][C:33]([O:35]C(C)(C)C)=[O:34])=[O:30])=[CH:9]1)[C:2]1[CH:7]=[CH:6][CH:5]=[CH:4][CH:3]=1.FC(F)(F)C(O)=O. (2) Given the product [ClH:24].[CH3:1][C:2]1[CH:3]=[C:4]2[C:12](=[CH:13][CH:14]=1)[NH:11][C:10]1[C@@H:9]([NH:15][C@@H:16]([C:18]3[CH:19]=[CH:20][CH:21]=[CH:22][CH:23]=3)[CH3:17])[CH2:8][CH2:7][CH2:6][C:5]2=1, predict the reactants needed to synthesize it. The reactants are: [CH3:1][C:2]1[CH:3]=[C:4]2[C:12](=[CH:13][CH:14]=1)[NH:11][C:10]1[CH:9]([NH:15][C@@H:16]([C:18]3[CH:23]=[CH:22][CH:21]=[CH:20][CH:19]=3)[CH3:17])[CH2:8][CH2:7][CH2:6][C:5]2=1.[ClH:24]. (3) Given the product [CH2:14]1[O:16][CH2:13]1.[OH:17][C:18]1[CH:19]=[CH:20][C:21]([C:24]([C:27]2[CH:28]=[CH:29][C:30]([OH:33])=[CH:31][CH:32]=2)([CH3:26])[CH3:25])=[CH:22][CH:23]=1, predict the reactants needed to synthesize it. The reactants are: CC1(C)CC(CN)(C)CC(N)C1.[CH2:13]1[O:16][CH:14]1C.[OH:17][C:18]1[CH:23]=[CH:22][C:21]([C:24]([C:27]2[CH:32]=[CH:31][C:30]([OH:33])=[CH:29][CH:28]=2)([CH3:26])[CH3:25])=[CH:20][CH:19]=1.C(O)(=O)C1C=CC(C(O)=O)=CC=1.O=C=NC1CC(C)(C)CC(C)(CN=C=O)C1. (4) Given the product [F:17][CH:3]([F:2])[O:4][C:5]1[CH:10]=[CH:9][C:8]([CH2:11][CH2:12][CH2:13][OH:14])=[CH:7][C:6]=1[F:16], predict the reactants needed to synthesize it. The reactants are: B.[F:2][CH:3]([F:17])[O:4][C:5]1[CH:10]=[CH:9][C:8]([CH2:11][CH2:12][C:13](O)=[O:14])=[CH:7][C:6]=1[F:16]. (5) The reactants are: [N:1]1([CH2:6][C:7]2[CH:14]=[CH:13][CH:12]=[CH:11][C:8]=2[C:9]#[N:10])[CH:5]=[CH:4][N:3]=[CH:2]1.[Li+].C[Si]([N-][Si](C)(C)C)(C)C.[CH3:25][C:26]([CH3:28])=[O:27].C(=O)(O)[O-].[Na+]. Given the product [OH:27][C:26]([CH3:28])([CH3:25])[CH:6]([C:7]1[CH:14]=[CH:13][CH:12]=[CH:11][C:8]=1[C:9]#[N:10])[N:1]1[CH:5]=[CH:4][N:3]=[CH:2]1, predict the reactants needed to synthesize it. (6) The reactants are: [Cl:1][C:2]1[CH:3]=[C:4]([NH:8][CH2:9][CH2:10][C:11]2[CH:16]=[CH:15][C:14]([Cl:17])=[CH:13][CH:12]=2)[CH:5]=[CH:6][CH:7]=1.C(OC([NH:25][CH:26]([C:30]1[CH:35]=[CH:34][CH:33]=[CH:32][CH:31]=1)[C:27](O)=[O:28])=O)(C)(C)C. Given the product [NH2:25][CH:26]([C:30]1[CH:35]=[CH:34][CH:33]=[CH:32][CH:31]=1)[C:27]([N:8]([C:4]1[CH:5]=[CH:6][CH:7]=[C:2]([Cl:1])[CH:3]=1)[CH2:9][CH2:10][C:11]1[CH:12]=[CH:13][C:14]([Cl:17])=[CH:15][CH:16]=1)=[O:28], predict the reactants needed to synthesize it. (7) Given the product [C:1]([O:5][C:6](=[O:25])[NH:7][C@@H:8]1[C:14](=[O:15])[N:13]([CH2:16][CH2:17][N:26]2[CH2:31][CH2:30][O:29][CH2:28][CH2:27]2)[C:12]2[CH:19]=[C:20]([F:23])[CH:21]=[CH:22][C:11]=2[O:10][C@@H:9]1[CH3:24])([CH3:3])([CH3:2])[CH3:4], predict the reactants needed to synthesize it. The reactants are: [C:1]([O:5][C:6](=[O:25])[NH:7][C@@H:8]1[C:14](=[O:15])[N:13]([CH2:16][CH:17]=O)[C:12]2[CH:19]=[C:20]([F:23])[CH:21]=[CH:22][C:11]=2[O:10][C@@H:9]1[CH3:24])([CH3:4])([CH3:3])[CH3:2].[NH:26]1[CH2:31][CH2:30][O:29][CH2:28][CH2:27]1.C(O)(=O)C.C([BH3-])#N.[Na+]. (8) The reactants are: Br[C:2]1[CH:11]=[CH:10][C:9]2[N:8]=[C:7]([NH2:12])[C:6]3[N:13]=[CH:14][N:15]([CH2:16][CH:17]([CH3:19])[CH3:18])[C:5]=3[C:4]=2[CH:3]=1.[CH3:20][O:21][C:22]1[CH:27]=[C:26]([O:28][CH3:29])[CH:25]=[CH:24][C:23]=1B(O)O. Given the product [CH3:20][O:21][C:22]1[CH:27]=[C:26]([O:28][CH3:29])[CH:25]=[CH:24][C:23]=1[C:2]1[CH:11]=[CH:10][C:9]2[N:8]=[C:7]([NH2:12])[C:6]3[N:13]=[CH:14][N:15]([CH2:16][CH:17]([CH3:19])[CH3:18])[C:5]=3[C:4]=2[CH:3]=1, predict the reactants needed to synthesize it. (9) Given the product [CH3:37][C:7]([O:9][C:10]1[CH:11]=[CH:12][C:13]([C:14]([O:16][CH2:17][C:18]2[N:19]=[N:20][N:21]([CH2:23][C:24]3[CH:25]=[CH:26][C:27]([S:30][C:31]([F:34])([F:33])[F:32])=[CH:28][CH:29]=3)[CH:22]=2)=[O:15])=[CH:35][CH:36]=1)([CH3:8])[C:6]([OH:38])=[O:5], predict the reactants needed to synthesize it. The reactants are: C([O:5][C:6](=[O:38])[C:7]([CH3:37])([O:9][C:10]1[CH:36]=[CH:35][C:13]([C:14]([O:16][CH2:17][C:18]2[N:19]=[N:20][N:21]([CH2:23][C:24]3[CH:29]=[CH:28][C:27]([S:30][C:31]([F:34])([F:33])[F:32])=[CH:26][CH:25]=3)[CH:22]=2)=[O:15])=[CH:12][CH:11]=1)[CH3:8])(C)(C)C.Cl. (10) Given the product [CH3:26][S:27]([O:1][CH2:2][CH2:3][N:4]1[CH2:9][CH2:8][N:7]([C:10]([O:12][C:13]([CH3:16])([CH3:15])[CH3:14])=[O:11])[CH2:6][CH2:5]1)(=[O:29])=[O:28], predict the reactants needed to synthesize it. The reactants are: [OH:1][CH2:2][CH2:3][N:4]1[CH2:9][CH2:8][N:7]([C:10]([O:12][C:13]([CH3:16])([CH3:15])[CH3:14])=[O:11])[CH2:6][CH2:5]1.CCN(C(C)C)C(C)C.[CH3:26][S:27](Cl)(=[O:29])=[O:28].